From a dataset of Reaction yield outcomes from USPTO patents with 853,638 reactions. Predict the reaction yield, written as a fraction of the theoretical maximum amount of product (1.0 means a 100% yield; for example, 0.34 means a 34% yield). (1) The reactants are [Cl:1][C:2]1[CH:7]=[CH:6][C:5]([CH2:8][C:9]#[N:10])=[C:4]([F:11])[CH:3]=1.[Cl:12][C:13]1[CH:14]=[C:15]([CH:18]=[C:19]([F:21])[CH:20]=1)[CH:16]=O.C[O-].[Na+]. The catalyst is CO. The product is [Cl:12][C:13]1[CH:14]=[C:15](/[CH:16]=[C:8](/[C:5]2[CH:6]=[CH:7][C:2]([Cl:1])=[CH:3][C:4]=2[F:11])\[C:9]#[N:10])[CH:18]=[C:19]([F:21])[CH:20]=1. The yield is 0.900. (2) The reactants are [F:1][C:2]1[C:3]([NH:25][C:26]2[CH:31]=[CH:30][C:29]([I:32])=[CH:28][C:27]=2[F:33])=[C:4]([C:9]([N:11]2[CH2:14][C:13]([CH2:16][NH:17]/[C:18](/SC)=[CH:19]/[N+:20]([O-:22])=[O:21])([OH:15])[CH2:12]2)=[O:10])[CH:5]=[CH:6][C:7]=1[F:8].[OH-].[NH4+:35].[ClH:36].O1CCOCC1. The catalyst is C(O)C.CO. The product is [ClH:36].[NH2:35]/[C:18](/[NH:17][CH2:16][C:13]1([OH:15])[CH2:14][N:11]([C:9]([C:4]2[CH:5]=[CH:6][C:7]([F:8])=[C:2]([F:1])[C:3]=2[NH:25][C:26]2[CH:31]=[CH:30][C:29]([I:32])=[CH:28][C:27]=2[F:33])=[O:10])[CH2:12]1)=[CH:19]\[N+:20]([O-:22])=[O:21]. The yield is 0.870. (3) The reactants are Br[C:2]1[CH:7]=[CH:6][C:5]([OH:8])=[C:4]([Cl:9])[CH:3]=1.[Li]CCCC.[B:15](OC)([O:18]C)[O:16]C.CCCCCC. The catalyst is C1COCC1. The product is [Cl:9][C:4]1[CH:3]=[C:2]([B:15]([OH:18])[OH:16])[CH:7]=[CH:6][C:5]=1[OH:8]. The yield is 0.150. (4) The reactants are [N:1]1[C:8]([Cl:9])=[N:7][C:5]([Cl:6])=[N:4][C:2]=1Cl.[C:10]([N:17]1[CH2:22][CH2:21][NH:20][CH2:19][CH2:18]1)([O:12][C:13]([CH3:16])([CH3:15])[CH3:14])=[O:11].CN(C1C2C(N(C)C)=CC=CC=2C=CC=1)C. The catalyst is C(Cl)Cl. The product is [C:13]([O:12][C:10]([N:17]1[CH2:22][CH2:21][N:20]([C:2]2[N:1]=[C:8]([Cl:9])[N:7]=[C:5]([Cl:6])[N:4]=2)[CH2:19][CH2:18]1)=[O:11])([CH3:16])([CH3:14])[CH3:15]. The yield is 0.850. (5) The reactants are [Br:1][C:2]1[CH:7]=[C:6](F)[C:5]([N+:9]([O-:11])=[O:10])=[CH:4][C:3]=1[C:12]([F:15])([F:14])[F:13].C(N(C(C)C)CC)(C)C.[NH2:25][CH:26]1[CH2:31][CH2:30][N:29]([C:32]([O:34][C:35]([CH3:38])([CH3:37])[CH3:36])=[O:33])[CH2:28][CH2:27]1. The catalyst is CN(C)C=O. The product is [Br:1][C:2]1[C:3]([C:12]([F:15])([F:14])[F:13])=[CH:4][C:5]([N+:9]([O-:11])=[O:10])=[C:6]([NH:25][CH:26]2[CH2:27][CH2:28][N:29]([C:32]([O:34][C:35]([CH3:38])([CH3:37])[CH3:36])=[O:33])[CH2:30][CH2:31]2)[CH:7]=1. The yield is 0.580. (6) The reactants are [OH:1][C:2]1[CH:11]=[CH:10][C:5]([C:6]([NH:8][NH2:9])=[O:7])=[CH:4][CH:3]=1.[N+:12]([C:15]1[S:19][C:18]([CH:20]=O)=[CH:17][CH:16]=1)([O-:14])=[O:13]. The catalyst is C(O)(=O)C.CCO. The product is [N+:12]([C:15]1[S:19][C:18]([CH:20]=[N:9][NH:8][C:6](=[O:7])[C:5]2[CH:10]=[CH:11][C:2]([OH:1])=[CH:3][CH:4]=2)=[CH:17][CH:16]=1)([O-:14])=[O:13]. The yield is 0.950.